This data is from Reaction yield outcomes from USPTO patents with 853,638 reactions. The task is: Predict the reaction yield, written as a fraction of the theoretical maximum amount of product (1.0 means a 100% yield; for example, 0.34 means a 34% yield). The reactants are [Br:1][C:2]1[CH:3]=[C:4]([CH:9]=[C:10]([N+:12]([O-])=O)[CH:11]=1)[C:5]([O:7][CH3:8])=[O:6].Cl.C(=O)(O)[O-].[Na+]. The catalyst is CO.O.[Fe]. The product is [NH2:12][C:10]1[CH:9]=[C:4]([CH:3]=[C:2]([Br:1])[CH:11]=1)[C:5]([O:7][CH3:8])=[O:6]. The yield is 0.920.